This data is from Forward reaction prediction with 1.9M reactions from USPTO patents (1976-2016). The task is: Predict the product of the given reaction. Given the reactants [CH2:1]([C@@H:4]1[C:9](=[O:10])[O:8][C@H:7]([C:11]2[CH:16]=[CH:15][CH:14]=[CH:13][CH:12]=2)[C@H:6]([C:17]2[CH:22]=[CH:21][CH:20]=[CH:19][CH:18]=2)[N:5]1[C:23]([O:25][C:26]([CH3:29])([CH3:28])[CH3:27])=[O:24])[CH:2]=[CH2:3].C1OCCOCCOCCOCCOC1.C[Si]([N-][Si](C)(C)C)(C)C.[Na+].[CH2:55](I)[CH:56]([CH3:58])[CH3:57].[Cl-].[NH4+], predict the reaction product. The product is: [CH2:1]([C@:4]1([CH2:55][CH:56]([CH3:58])[CH3:57])[C:9](=[O:10])[O:8][C@H:7]([C:11]2[CH:16]=[CH:15][CH:14]=[CH:13][CH:12]=2)[C@H:6]([C:17]2[CH:22]=[CH:21][CH:20]=[CH:19][CH:18]=2)[N:5]1[C:23]([O:25][C:26]([CH3:29])([CH3:28])[CH3:27])=[O:24])[CH:2]=[CH2:3].